This data is from Reaction yield outcomes from USPTO patents with 853,638 reactions. The task is: Predict the reaction yield, written as a fraction of the theoretical maximum amount of product (1.0 means a 100% yield; for example, 0.34 means a 34% yield). The yield is 0.200. The catalyst is O1CCOCC1.C(Cl)Cl. The reactants are C(OC([NH:8][C:9]1[S:17][C:12]2=[CH:13][N:14]=[CH:15][CH:16]=[C:11]2[C:10]=1[N:18]([C:26]1[CH:31]=[CH:30][C:29]([F:32])=[C:28]([Cl:33])[CH:27]=1)C(=O)OC(C)(C)C)=O)(C)(C)C.Cl.N. The product is [Cl:33][C:28]1[CH:27]=[C:26]([NH:18][C:10]2[C:11]3[C:12](=[CH:13][N:14]=[CH:15][CH:16]=3)[S:17][C:9]=2[NH2:8])[CH:31]=[CH:30][C:29]=1[F:32].